From a dataset of Full USPTO retrosynthesis dataset with 1.9M reactions from patents (1976-2016). Predict the reactants needed to synthesize the given product. (1) Given the product [F:23][C:2]([F:1])([F:22])[C:3]1[CH:21]=[CH:20][CH:19]=[CH:18][C:4]=1[O:5][CH:6]1[CH2:11][CH2:10][N:9]([C:12]2[S:16][C:15]([NH:17][C:31](=[O:33])[CH3:32])=[N:14][N:13]=2)[CH2:8][CH2:7]1, predict the reactants needed to synthesize it. The reactants are: [F:1][C:2]([F:23])([F:22])[C:3]1[CH:21]=[CH:20][CH:19]=[CH:18][C:4]=1[O:5][CH:6]1[CH2:11][CH2:10][N:9]([C:12]2[S:16][C:15]([NH2:17])=[N:14][N:13]=2)[CH2:8][CH2:7]1.C(N(CC)CC)C.[C:31](Cl)(=[O:33])[CH3:32]. (2) Given the product [N:20]([CH:11]1[C:19]2[C:14](=[CH:15][CH:16]=[CH:17][CH:18]=2)[CH2:13][CH2:12]1)=[C:1]=[S:2], predict the reactants needed to synthesize it. The reactants are: [C:1](Cl)(Cl)=[S:2].C([O-])([O-])=O.[K+].[K+].[CH:11]1([NH2:20])[C:19]2[C:14](=[CH:15][CH:16]=[CH:17][CH:18]=2)[CH2:13][CH2:12]1.[OH-].[K+]. (3) Given the product [CH2:3]([N:2]([CH3:1])[C:12](=[O:13])[CH2:11][Cl:10])[C:4]1[CH:9]=[CH:8][CH:7]=[CH:6][CH:5]=1, predict the reactants needed to synthesize it. The reactants are: [CH3:1][NH:2][CH2:3][C:4]1[CH:9]=[CH:8][CH:7]=[CH:6][CH:5]=1.[Cl:10][CH2:11][C:12](Cl)=[O:13]. (4) Given the product [C:3]([CH2:11][C:10]1[C:9]([CH3:12])=[CH:8][CH:7]=[CH:6][C:5]=1[C:4]([OH:13])=[O:21])#[N:2], predict the reactants needed to synthesize it. The reactants are: O[N:2]=[C:3]1[CH2:11][C:10]2[C:5](=[CH:6][CH:7]=[CH:8][C:9]=2[CH3:12])[C:4]1=[O:13].C1(C)C=CC(S(Cl)(=O)=[O:21])=CC=1.C(O)(=O)CC(CC(O)=O)(C(O)=O)O. (5) Given the product [C:20]([C:19]1[CH:23]=[CH:24][C:16]([NH:15][C:27]([N:10]2[C:9]3[CH:8]=[CH:7][CH:6]=[CH:5][C:13]=3[NH:12][C:11]2=[O:14])=[O:28])=[CH:17][CH:18]=1)([OH:22])=[O:21], predict the reactants needed to synthesize it. The reactants are: ClC(O[C:5]1[C:13]2[NH:12][C:11]([OH:14])=[N:10][C:9]=2[CH:8]=[CH:7][CH:6]=1)=O.[NH2:15][C:16]1[CH:24]=[CH:23][C:19]([C:20]([OH:22])=[O:21])=[CH:18][CH:17]=1.C1C[O:28][CH2:27]C1.